Dataset: Full USPTO retrosynthesis dataset with 1.9M reactions from patents (1976-2016). Task: Predict the reactants needed to synthesize the given product. (1) Given the product [NH2:2][CH2:1][C:3]1[CH:4]=[CH:5][C:6]([C:7]([N:9]2[C:15]3[CH:16]=[CH:17][CH:18]=[CH:19][C:14]=3[CH2:13][CH2:12][CH2:11][CH2:10]2)=[O:8])=[CH:20][CH:21]=1, predict the reactants needed to synthesize it. The reactants are: [C:1]([C:3]1[CH:21]=[CH:20][C:6]([C:7]([N:9]2[C:15]3[CH:16]=[CH:17][CH:18]=[CH:19][C:14]=3[CH2:13][CH2:12][CH2:11][CH2:10]2)=[O:8])=[CH:5][CH:4]=1)#[N:2].Cl. (2) Given the product [NH2:61][C:14]1[N:13]=[CH:12][C:11]([C:18]2[CH:19]=[CH:20][C:21]([C:24]3[CH:25]=[N:26][N:27]([CH3:29])[CH:28]=3)=[CH:22][CH:23]=2)=[C:10]2[C:15]=1[CH:16]=[CH:17][C:8]([C:6]([N:4]1[CH2:3][C:2]([F:1])([F:30])[CH2:5]1)=[O:7])=[N:9]2, predict the reactants needed to synthesize it. The reactants are: [F:1][C:2]1([F:30])[CH2:5][N:4]([C:6]([C:8]2[CH:17]=[CH:16][C:15]3[C:10](=[C:11]([C:18]4[CH:23]=[CH:22][C:21]([C:24]5[CH:25]=[N:26][N:27]([CH3:29])[CH:28]=5)=[CH:20][CH:19]=4)[CH:12]=[N:13][CH:14]=3)[N:9]=2)=[O:7])[CH2:3]1.ClC1C=C(C=CC=1)C(OO)=O.C([O-])(O)=O.[Na+].C1(C)C=CC(S(Cl)(=O)=O)=CC=1.C(C[NH2:61])O.